Task: Predict which catalyst facilitates the given reaction.. Dataset: Catalyst prediction with 721,799 reactions and 888 catalyst types from USPTO (1) Reactant: [OH:1][C:2]([C:15]([F:18])([F:17])[F:16])([CH2:6][CH:7]([C:9]1[CH:14]=[CH:13][CH:12]=[CH:11][CH:10]=1)[CH3:8])[C:3]([OH:5])=O.S(Cl)(Cl)=O.[NH2:23][C:24]1[CH:25]=[C:26]2[C:31](=[CH:32][CH:33]=1)[C:29](=[O:30])[O:28][CH2:27]2.O. Product: [OH:1][C:2]([C:15]([F:18])([F:17])[F:16])([CH2:6][CH:7]([C:9]1[CH:14]=[CH:13][CH:12]=[CH:11][CH:10]=1)[CH3:8])[C:3]([NH:23][C:24]1[CH:25]=[C:26]2[C:31](=[CH:32][CH:33]=1)[C:29](=[O:30])[O:28][CH2:27]2)=[O:5]. The catalyst class is: 44. (2) Reactant: Br[C:2]1[CH:7]=[CH:6][C:5]([C:8]2[C:21]3[C:22]4=[C:23]5[C:18](=[CH:19][CH:20]=3)[CH:17]=[CH:16][C:15]([C:24]3[C:33]6[C:28](=[CH:29][CH:30]=[CH:31][CH:32]=6)[CH:27]=[CH:26][CH:25]=3)=[C:14]5[CH:13]=[CH:12][C:11]4=[CH:10][CH:9]=2)=[CH:4][CH:3]=1.[B:34]1([B:34]2[O:38][C:37]([CH3:40])([CH3:39])[C:36]([CH3:42])([CH3:41])[O:35]2)[O:38][C:37]([CH3:40])([CH3:39])[C:36]([CH3:42])([CH3:41])[O:35]1.C([O-])(=O)C.[K+]. Product: [CH3:41][C:36]1([CH3:42])[C:37]([CH3:40])([CH3:39])[O:38][B:34]([C:2]2[CH:7]=[CH:6][C:5]([C:8]3[C:21]4[C:22]5=[C:23]6[C:18](=[CH:19][CH:20]=4)[CH:17]=[CH:16][C:15]([C:24]4[C:33]7[C:28](=[CH:29][CH:30]=[CH:31][CH:32]=7)[CH:27]=[CH:26][CH:25]=4)=[C:14]6[CH:13]=[CH:12][C:11]5=[CH:10][CH:9]=3)=[CH:4][CH:3]=2)[O:35]1. The catalyst class is: 203. (3) Reactant: C1(C)C=CC(C([C@@](C(O)=O)(O)[C@@](C(C2C=CC(C)=CC=2)=O)(O)C(O)=O)=O)=CC=1.[CH3:29][O:30][C:31]1[CH:32]=[C:33]([C@@H:37]([CH2:44][CH3:45])[C@H:38]([CH3:43])[CH2:39][N:40]([CH3:42])[CH3:41])[CH:34]=[CH:35][CH:36]=1. Product: [CH3:29][O:30][C:31]1[CH:32]=[C:33]([C@H:37]([CH2:44][CH3:45])[C@@H:38]([CH3:43])[CH2:39][N:40]([CH3:42])[CH3:41])[CH:34]=[CH:35][CH:36]=1. The catalyst class is: 5. (4) Reactant: [Cl:1][C:2]1[N:10]=[C:9]([Cl:11])[CH:8]=[CH:7][C:3]=1[C:4](Cl)=[O:5].[Al+3].[Cl-].[Cl-].[Cl-].[C:16]([Cl:19])([Cl:18])=[CH2:17].Cl. Product: [Cl:18][C:16]([Cl:19])=[CH:17][C:4]([C:3]1[C:2]([Cl:1])=[N:10][C:9]([Cl:11])=[CH:8][CH:7]=1)=[O:5]. The catalyst class is: 2.